This data is from NCI-60 drug combinations with 297,098 pairs across 59 cell lines. The task is: Regression. Given two drug SMILES strings and cell line genomic features, predict the synergy score measuring deviation from expected non-interaction effect. (1) Drug 1: CN1C2=C(C=C(C=C2)N(CCCl)CCCl)N=C1CCCC(=O)O.Cl. Drug 2: C1CCC(C(C1)N)N.C(=O)(C(=O)[O-])[O-].[Pt+4]. Cell line: CAKI-1. Synergy scores: CSS=21.6, Synergy_ZIP=-5.62, Synergy_Bliss=-2.93, Synergy_Loewe=-14.0, Synergy_HSA=-1.71. (2) Drug 1: CC12CCC3C(C1CCC2O)C(CC4=C3C=CC(=C4)O)CCCCCCCCCS(=O)CCCC(C(F)(F)F)(F)F. Cell line: NCI-H522. Synergy scores: CSS=8.88, Synergy_ZIP=-6.81, Synergy_Bliss=-6.04, Synergy_Loewe=-4.17, Synergy_HSA=-2.29. Drug 2: CS(=O)(=O)OCCCCOS(=O)(=O)C. (3) Drug 1: CCC1=CC2CC(C3=C(CN(C2)C1)C4=CC=CC=C4N3)(C5=C(C=C6C(=C5)C78CCN9C7C(C=CC9)(C(C(C8N6C)(C(=O)OC)O)OC(=O)C)CC)OC)C(=O)OC.C(C(C(=O)O)O)(C(=O)O)O. Drug 2: C1=CC(=CC=C1CC(C(=O)O)N)N(CCCl)CCCl.Cl. Cell line: UACC62. Synergy scores: CSS=41.9, Synergy_ZIP=-5.71, Synergy_Bliss=-6.27, Synergy_Loewe=-29.7, Synergy_HSA=-3.91. (4) Cell line: UACC62. Synergy scores: CSS=23.3, Synergy_ZIP=-10.5, Synergy_Bliss=-5.25, Synergy_Loewe=-5.31, Synergy_HSA=-3.92. Drug 1: C1=CC(=CC=C1CCCC(=O)O)N(CCCl)CCCl. Drug 2: C1C(C(OC1N2C=NC(=NC2=O)N)CO)O. (5) Drug 1: COC1=CC(=CC(=C1O)OC)C2C3C(COC3=O)C(C4=CC5=C(C=C24)OCO5)OC6C(C(C7C(O6)COC(O7)C8=CC=CS8)O)O. Drug 2: CCC1=C2CN3C(=CC4=C(C3=O)COC(=O)C4(CC)O)C2=NC5=C1C=C(C=C5)O. Cell line: LOX IMVI. Synergy scores: CSS=48.5, Synergy_ZIP=-6.14, Synergy_Bliss=-6.84, Synergy_Loewe=-2.64, Synergy_HSA=0.309. (6) Drug 1: C1=NC2=C(N1)C(=S)N=CN2. Drug 2: C(CCl)NC(=O)N(CCCl)N=O. Cell line: ACHN. Synergy scores: CSS=14.6, Synergy_ZIP=-3.02, Synergy_Bliss=0.0708, Synergy_Loewe=-0.0538, Synergy_HSA=0.133.